This data is from Reaction yield outcomes from USPTO patents with 853,638 reactions. The task is: Predict the reaction yield, written as a fraction of the theoretical maximum amount of product (1.0 means a 100% yield; for example, 0.34 means a 34% yield). (1) The product is [Cl:17][C:12]1[CH:13]=[CH:14][CH:15]=[CH:16][C:11]=1[C:9]1[NH:8][C:5]2=[N:6][CH:7]=[C:2]([C:23]3[N:19]([CH3:18])[N:20]=[C:21]([C:27]([F:30])([F:29])[F:28])[CH:22]=3)[N:3]=[C:4]2[CH:10]=1. The reactants are Br[C:2]1[N:3]=[C:4]2[CH:10]=[C:9]([C:11]3[CH:16]=[CH:15][CH:14]=[CH:13][C:12]=3[Cl:17])[NH:8][C:5]2=[N:6][CH:7]=1.[CH3:18][N:19]1[C:23](B(O)O)=[CH:22][C:21]([C:27]([F:30])([F:29])[F:28])=[N:20]1.C([O-])([O-])=O.[K+].[K+]. The catalyst is O1CCOCC1.O. The yield is 0.120. (2) The reactants are [NH2:1][C@H:2]([C:7]([OH:9])=[O:8])[CH2:3][C:4](=[O:6])[NH2:5].[CH:10](=O)[CH2:11][CH2:12][CH2:13][CH2:14][CH2:15][CH2:16][CH2:17][CH2:18][CH2:19][CH2:20][CH3:21].[C:23](Cl)(=[O:29])[CH2:24][CH2:25][CH2:26][CH2:27][CH3:28]. The catalyst is CO. The product is [C:23]([N:1]1[CH:2]([C:7]([OH:9])=[O:8])[CH2:3][C:4](=[O:6])[NH:5][CH:10]1[CH2:11][CH2:12][CH2:13][CH2:14][CH2:15][CH2:16][CH2:17][CH2:18][CH2:19][CH2:20][CH3:21])(=[O:29])[CH2:24][CH2:25][CH2:26][CH2:27][CH3:28]. The yield is 0.820. (3) The reactants are CC1C=[CH:6][C:5]([CH:8]([C:14]2[CH:19]=[CH:18][C:17](C)=[CH:16][CH:15]=2)[C:9](=[O:13])[CH:10]([CH3:12])C)=CC=1.[Li][CH2:22]CCC.Cl[P:27]([CH:34]1[CH2:39][CH2:38][CH2:37][CH2:36][CH2:35]1)[CH:28]1[CH2:33][CH2:32][CH2:31][CH2:30][CH2:29]1. The catalyst is C1COCC1. The product is [CH:28]1([P:27]([CH:34]2[CH2:39][CH2:38][CH2:37][CH2:36][CH2:35]2)[C:19]2[CH:18]=[CH:17][CH:16]=[CH:15][C:14]=2[C:8]2[CH:5]=[CH:6][CH:12]=[CH:10][C:9]=2[O:13][CH3:22])[CH2:33][CH2:32][CH2:31][CH2:30][CH2:29]1. The yield is 0.540. (4) The product is [Cl:19][C:7]1=[N:8][C:9]2[CH:15]=[CH:14][CH:13]=[CH:12][C:10]=2[O:11][C:5]2[CH:4]=[CH:3][CH:2]=[CH:1][C:6]1=2. No catalyst specified. The yield is 0.860. The reactants are [CH:1]1[C:6]2[C:7](=O)[NH:8][C:9]3[CH:15]=[CH:14][CH:13]=[CH:12][C:10]=3[O:11][C:5]=2[CH:4]=[CH:3][CH:2]=1.P(Cl)(Cl)([Cl:19])=O.